Predict the reactants needed to synthesize the given product. From a dataset of Full USPTO retrosynthesis dataset with 1.9M reactions from patents (1976-2016). Given the product [CH2:5]([O:4][C:2]([N:19]1[CH2:23][CH:22]2[CH2:24][S:25][CH2:26][CH:21]2[CH2:20]1)=[O:3])[C:6]1[CH:11]=[CH:10][CH:9]=[CH:8][CH:7]=1, predict the reactants needed to synthesize it. The reactants are: Cl[C:2]([O:4][CH2:5][C:6]1[CH:11]=[CH:10][CH:9]=[CH:8][CH:7]=1)=[O:3].C([N:19]1[CH2:23][CH:22]2[CH2:24][S:25][CH2:26][CH:21]2[CH2:20]1)C1C=CC=CC=1.